From a dataset of CYP3A4 inhibition data for predicting drug metabolism from PubChem BioAssay. Regression/Classification. Given a drug SMILES string, predict its absorption, distribution, metabolism, or excretion properties. Task type varies by dataset: regression for continuous measurements (e.g., permeability, clearance, half-life) or binary classification for categorical outcomes (e.g., BBB penetration, CYP inhibition). Dataset: cyp3a4_veith. (1) The compound is CCC/C=C(\CCC)C(NC(=O)Oc1ccc(F)cc1)c1ccc(C(=O)OC)cc1. The result is 0 (non-inhibitor). (2) The drug is COc1ccccc1CNc1ccnc(-c2ccccc2CN(C)C)n1. The result is 1 (inhibitor). (3) The molecule is CC(=O)OCC(=O)[C@@H]1CC[C@H]2[C@H]3CC[C@H]4C[C@@H](O)CC[C@]4(C)[C@@H]3C(=O)C[C@]21C. The result is 0 (non-inhibitor). (4) The drug is NC(=S)SCCC(=O)O. The result is 0 (non-inhibitor). (5) The drug is O=C(O)CCC(=O)c1ccc[nH]1. The result is 0 (non-inhibitor).